This data is from Reaction yield outcomes from USPTO patents with 853,638 reactions. The task is: Predict the reaction yield, written as a fraction of the theoretical maximum amount of product (1.0 means a 100% yield; for example, 0.34 means a 34% yield). (1) The reactants are [F:1][CH:2]([F:10])[C:3]1[CH:8]=[CH:7][C:6](I)=[CH:5][CH:4]=1.Br[C:12]([F:19])([F:18])[C:13]([O:15][CH2:16][CH3:17])=[O:14].O.O.O.P([O-])([O-])(O)=O.[K+].[K+]. The catalyst is CS(C)=O.O. The product is [F:1][CH:2]([F:10])[C:3]1[CH:8]=[CH:7][C:6]([C:12]([F:19])([F:18])[C:13]([O:15][CH2:16][CH3:17])=[O:14])=[CH:5][CH:4]=1. The yield is 0.810. (2) The reactants are [N:1]1[CH:6]=[CH:5][CH:4]=[C:3](B(O)O)[CH:2]=1.[CH3:10][C:11]1[CH:16]=[CH:15][C:14]([N+:17]([O-:19])=[O:18])=[CH:13][C:12]=1[OH:20].N1C=CC=CC=1.O. The catalyst is C(Cl)Cl.C([O-])(=O)C.[Cu+2].C([O-])(=O)C. The product is [CH3:10][C:11]1[CH:16]=[CH:15][C:14]([N+:17]([O-:19])=[O:18])=[CH:13][C:12]=1[O:20][C:3]1[CH:2]=[N:1][CH:6]=[CH:5][CH:4]=1. The yield is 0.0600. (3) The reactants are [CH2:1]([C:5]1[NH:6][C:7]([CH:11]=[O:12])=[C:8]([Cl:10])[N:9]=1)[CH2:2][CH2:3][CH3:4].[O-:13][Mn](=O)(=O)=O.[K+]. The catalyst is O. The product is [CH2:1]([C:5]1[NH:6][C:7]([C:11]([OH:13])=[O:12])=[C:8]([Cl:10])[N:9]=1)[CH2:2][CH2:3][CH3:4]. The yield is 0.830. (4) The reactants are [CH3:1][CH:2]1[CH2:7][CH2:6][CH2:5][N:4]([C:8]2[CH:13]=[CH:12][NH:11][C:10](=[S:14])[C:9]=2[C:15]#[N:16])[CH2:3]1.[OH-].[Na+].Cl[CH2:20][C:21]([NH2:23])=[O:22].O. The catalyst is CN(C)C=O. The product is [NH2:16][C:15]1[C:9]2[C:10](=[N:11][CH:12]=[CH:13][C:8]=2[N:4]2[CH2:5][CH2:6][CH2:7][CH:2]([CH3:1])[CH2:3]2)[S:14][C:20]=1[C:21]([NH2:23])=[O:22]. The yield is 0.270. (5) The reactants are [C:1]([O:5][C:6](=[O:31])[NH:7][C@@H:8]([CH2:27][CH:28]([CH3:30])[CH3:29])[CH2:9][O:10][C:11]1[C:12](Br)=[CH:13][C:14]2[C:24]3[C:19](=[CH:20][N:21]=[CH:22][CH:23]=3)[CH:18]([CH3:25])[O:17][C:15]=2[CH:16]=1)([CH3:4])([CH3:3])[CH3:2].[NH:32]1CCC[C@H:33]1C(O)=O.[Cu]C#N. The catalyst is CN(C=O)C. The product is [C:1]([O:5][C:6](=[O:31])[NH:7][C@@H:8]([CH2:27][CH:28]([CH3:30])[CH3:29])[CH2:9][O:10][C:11]1[C:12]([C:33]#[N:32])=[CH:13][C:14]2[C:24]3[C:19](=[CH:20][N:21]=[CH:22][CH:23]=3)[CH:18]([CH3:25])[O:17][C:15]=2[CH:16]=1)([CH3:4])([CH3:3])[CH3:2]. The yield is 0.170. (6) The reactants are [CH2:1]([O:8][CH2:9][C@@H:10]([O:14][C:15]1[CH:20]=[CH:19][C:18]([F:21])=[C:17]([C:22](=[O:24])[NH2:23])[C:16]=1[F:25])[C:11](Cl)=[O:12])[C:2]1[CH:7]=[CH:6][CH:5]=[CH:4][CH:3]=1.[NH2:26][C:27]1[C:28]([Cl:34])=[N:29][CH:30]=[C:31]([Cl:33])[CH:32]=1.C(N(CC)CC)C.O. The catalyst is C(Cl)Cl. The product is [CH2:1]([O:8][CH2:9][C@@H:10]([O:14][C:15]1[C:16]([F:25])=[C:17]([C:18]([F:21])=[CH:19][CH:20]=1)[C:22]([NH2:23])=[O:24])[C:11]([NH:26][C:27]1[C:28]([Cl:34])=[N:29][CH:30]=[C:31]([Cl:33])[CH:32]=1)=[O:12])[C:2]1[CH:7]=[CH:6][CH:5]=[CH:4][CH:3]=1. The yield is 0.360. (7) The reactants are C(NC(C)C)(C)C.[Li]CCCC.CN(P(N(C)C)(N(C)C)=O)C.[Br:24][C:25]1[C:26]([C:30]([OH:32])=[O:31])=[CH:27][S:28][CH:29]=1.CON(C)[C:36]([C:38]1[CH:43]=[CH:42][N:41]=[CH:40][CH:39]=1)=[O:37]. The catalyst is C1COCC1. The product is [Br:24][C:25]1[C:26]([C:30]([OH:32])=[O:31])=[C:27]([C:36](=[O:37])[C:38]2[CH:43]=[CH:42][N:41]=[CH:40][CH:39]=2)[S:28][CH:29]=1. The yield is 0.107.